This data is from Reaction yield outcomes from USPTO patents with 853,638 reactions. The task is: Predict the reaction yield, written as a fraction of the theoretical maximum amount of product (1.0 means a 100% yield; for example, 0.34 means a 34% yield). (1) The reactants are C[O:2][C:3](=O)[C:4]1[CH:9]=[C:8]([C:10]#[N:11])[CH:7]=[CH:6][C:5]=1[CH2:12][N:13]([S:24]([C:27]1[CH:32]=[CH:31][CH:30]=[CH:29][C:28]=1[N+:33]([O-:35])=[O:34])(=[O:26])=[O:25])[CH:14]1[C:23]2[N:22]=[CH:21][CH:20]=[CH:19][C:18]=2[CH2:17][CH2:16][CH2:15]1.[Li+].[BH4-].N#N. The catalyst is C1COCC1.CO. The product is [C:10]([C:8]1[CH:7]=[CH:6][C:5]([CH2:12][N:13]([CH:14]2[C:23]3[N:22]=[CH:21][CH:20]=[CH:19][C:18]=3[CH2:17][CH2:16][CH2:15]2)[S:24]([C:27]2[CH:32]=[CH:31][CH:30]=[CH:29][C:28]=2[N+:33]([O-:35])=[O:34])(=[O:26])=[O:25])=[C:4]([CH2:3][OH:2])[CH:9]=1)#[N:11]. The yield is 0.850. (2) The reactants are Br[C:2]1[CH:7]=[CH:6][C:5](Br)=[CH:4][CH:3]=1.C([Sn](CCCC)(CCCC)[C:14]1[O:15][CH:16]=[CH:17][CH:18]=1)CCC. The catalyst is O. The product is [O:15]1[CH:16]=[CH:17][CH:18]=[C:14]1[C:2]1[CH:7]=[CH:6][C:5]([C:16]2[O:15][CH:14]=[CH:18][CH:17]=2)=[CH:4][CH:3]=1. The yield is 0.910. (3) The reactants are [O:1]1[CH:5]=[CH:4][C:3]([N:6]([CH2:15][C@@H:16]2[O:20][C:19](=[O:21])[N:18]([C:22]3[CH:27]=[CH:26][C:25]([C:28]4[CH2:33][CH2:32][NH:31][CH2:30][CH:29]=4)=[C:24]([F:34])[CH:23]=3)[CH2:17]2)[C:7]([O:9][CH2:10][C:11]([Cl:14])([Cl:13])[Cl:12])=[O:8])=[N:2]1.C(N(CC)CC)C.[CH:42](OCC)=[O:43]. No catalyst specified. The product is [O:1]1[CH:5]=[CH:4][C:3]([N:6]([CH2:15][C@@H:16]2[O:20][C:19](=[O:21])[N:18]([C:22]3[CH:27]=[CH:26][C:25]([C:28]4[CH2:33][CH2:32][N:31]([CH:42]=[O:43])[CH2:30][CH:29]=4)=[C:24]([F:34])[CH:23]=3)[CH2:17]2)[C:7]([O:9][CH2:10][C:11]([Cl:14])([Cl:12])[Cl:13])=[O:8])=[N:2]1. The yield is 1.17. (4) The product is [OH:16][C:2]1([C:23]2[CH:22]=[CH:21][C:20]([CH:17]([CH3:18])[CH3:19])=[CH:25][C:24]=2[O:29][CH3:28])[C:10](=[O:11])[C:9]2[C:4](=[CH:5][CH:6]=[CH:7][C:8]=2[N+:12]([O-:14])=[O:13])[C:3]1=[O:15]. No catalyst specified. The reactants are O[C:2]1([OH:16])[C:10](=[O:11])[C:9]2[C:4](=[CH:5][CH:6]=[CH:7][C:8]=2[N+:12]([O-:14])=[O:13])[C:3]1=[O:15].[CH:17]([C:20]1[CH:25]=[CH:24][CH:23]=[CH:22][C:21]=1OC)([CH3:19])[CH3:18].[C:28](O)(C(F)(F)F)=[O:29]. The yield is 0.160. (5) The reactants are [C:1]1([CH2:7][CH2:8][CH2:9][CH2:10][CH2:11][CH2:12][CH2:13][CH2:14][NH:15][C:16](=[O:38])[C:17]2[CH:22]=[C:21]([C:23]3[CH:28]=[CH:27][CH:26]=[C:25]([C:29]([F:32])([F:31])[F:30])[CH:24]=3)[C:20]([O:33][CH2:34][CH2:35][OH:36])=[C:19]([Br:37])[CH:18]=2)[CH:6]=[CH:5][CH:4]=[CH:3][CH:2]=1.ClC(Cl)(Cl)[C:41]([N:43]=C=O)=[O:42]. No catalyst specified. The product is [Br:37][C:19]1[C:20]([O:33][CH2:34][CH2:35][O:36][C:41](=[O:42])[NH2:43])=[C:21]([C:23]2[CH:28]=[CH:27][CH:26]=[C:25]([C:29]([F:32])([F:30])[F:31])[CH:24]=2)[CH:22]=[C:17]([C:16](=[O:38])[NH:15][CH2:14][CH2:13][CH2:12][CH2:11][CH2:10][CH2:9][CH2:8][CH2:7][C:1]2[CH:2]=[CH:3][CH:4]=[CH:5][CH:6]=2)[CH:18]=1. The yield is 0.620. (6) The reactants are [Cl:1][C:2]1[C:7]([C:8]2[CH:13]=[CH:12][C:11]([S:14](Cl)(=[O:16])=[O:15])=[CH:10][CH:9]=2)=[C:6]([C:18]2[CH:23]=[CH:22][C:21]([S:24]([CH3:27])(=[O:26])=[O:25])=[CH:20][CH:19]=2)[N:5]=[C:4]([C:28]([F:31])([F:30])[F:29])[N:3]=1.[CH3:32][NH2:33]. The catalyst is ClCCl. The product is [Cl:1][C:2]1[C:7]([C:8]2[CH:13]=[CH:12][C:11]([S:14]([NH:33][CH3:32])(=[O:16])=[O:15])=[CH:10][CH:9]=2)=[C:6]([C:18]2[CH:23]=[CH:22][C:21]([S:24]([CH3:27])(=[O:26])=[O:25])=[CH:20][CH:19]=2)[N:5]=[C:4]([C:28]([F:31])([F:30])[F:29])[N:3]=1. The yield is 0.901. (7) The reactants are [Cl:1][C:2]1[CH:3]=[C:4]2[C:9](=[CH:10][CH:11]=1)[CH:8]=[C:7]([S:12]([N:15]([CH3:39])[C@H:16]1[CH2:20][CH2:19][N:18]([C:21]3[CH:22]=[C:23]4[C:27](=[CH:28][CH:29]=3)[CH:26]([N:30](C)[C:31](=O)C(F)(F)F)[CH2:25][CH2:24]4)[C:17]1=[O:38])(=[O:14])=[O:13])[CH:6]=[CH:5]2.C(=O)([O-])[O-].[K+].[K+]. The catalyst is CO.O. The product is [NH3:15].[Cl:1][C:2]1[CH:3]=[C:4]2[C:9](=[CH:10][CH:11]=1)[CH:8]=[C:7]([S:12]([N:15]([CH3:39])[C@H:16]1[CH2:20][CH2:19][N:18]([C:21]3[CH:22]=[C:23]4[C:27](=[CH:28][CH:29]=3)[CH:26]([NH:30][CH3:31])[CH2:25][CH2:24]4)[C:17]1=[O:38])(=[O:13])=[O:14])[CH:6]=[CH:5]2. The yield is 0.100. (8) The reactants are [CH3:1][O:2][C:3]1[CH:4]=[C:5]2[C:10](=[CH:11][C:12]=1[O:13][CH3:14])[N:9]=[CH:8][CH:7]=[C:6]2[O:15][C:16]1[CH:21]=[CH:20][C:19]([NH:22][C:23](=O)[CH2:24][CH2:25][O:26][C:27]2[CH:32]=[CH:31][CH:30]=[CH:29][C:28]=2[CH3:33])=[C:18]([CH3:35])[C:17]=1[CH3:36].Cl.[OH-].[Na+]. The catalyst is O1CCCC1. The product is [CH3:1][O:2][C:3]1[CH:4]=[C:5]2[C:10](=[CH:11][C:12]=1[O:13][CH3:14])[N:9]=[CH:8][CH:7]=[C:6]2[O:15][C:16]1[CH:21]=[CH:20][C:19]([NH:22][CH2:23][CH2:24][CH2:25][O:26][C:27]2[CH:32]=[CH:31][CH:30]=[CH:29][C:28]=2[CH3:33])=[C:18]([CH3:35])[C:17]=1[CH3:36]. The yield is 0.800. (9) The reactants are [CH3:1][N:2]1[CH2:7][CH2:6][NH:5][CH2:4][CH2:3]1.[Cl:8][C:9]1[CH:14]=[C:13](Cl)[C:12]([N+:16]([O-:18])=[O:17])=[CH:11][N:10]=1.CCN(C(C)C)C(C)C. The catalyst is C1COCC1. The product is [Cl:8][C:9]1[CH:14]=[C:13]([N:5]2[CH2:6][CH2:7][N:2]([CH3:1])[CH2:3][CH2:4]2)[C:12]([N+:16]([O-:18])=[O:17])=[CH:11][N:10]=1. The yield is 0.960. (10) The reactants are [O:1]([C:8]1[CH:9]=[C:10]([C:18](OC)=[O:19])[CH:11]=[C:12]([CH:17]=1)[C:13](OC)=[O:14])[C:2]1[CH:7]=[CH:6][CH:5]=[CH:4][CH:3]=1.CN1CCNCC1. The catalyst is C1(C)C=CC=CC=1.C1COCC1. The product is [O:1]([C:8]1[CH:9]=[C:10]([CH:18]=[O:19])[CH:11]=[C:12]([CH:17]=1)[CH:13]=[O:14])[C:2]1[CH:7]=[CH:6][CH:5]=[CH:4][CH:3]=1. The yield is 0.830.